Regression. Given two drug SMILES strings and cell line genomic features, predict the synergy score measuring deviation from expected non-interaction effect. From a dataset of NCI-60 drug combinations with 297,098 pairs across 59 cell lines. (1) Drug 1: CC1=C(C=C(C=C1)NC2=NC=CC(=N2)N(C)C3=CC4=NN(C(=C4C=C3)C)C)S(=O)(=O)N.Cl. Drug 2: COC1=NC(=NC2=C1N=CN2C3C(C(C(O3)CO)O)O)N. Cell line: HOP-92. Synergy scores: CSS=3.57, Synergy_ZIP=-1.75, Synergy_Bliss=-0.435, Synergy_Loewe=-1.35, Synergy_HSA=-0.652. (2) Drug 1: C1=CC(=C2C(=C1NCCNCCO)C(=O)C3=C(C=CC(=C3C2=O)O)O)NCCNCCO. Drug 2: C1C(C(OC1N2C=NC3=C2NC=NCC3O)CO)O. Cell line: OVCAR-5. Synergy scores: CSS=17.3, Synergy_ZIP=-10.2, Synergy_Bliss=-3.84, Synergy_Loewe=-25.5, Synergy_HSA=-2.13. (3) Drug 1: CCC1(CC2CC(C3=C(CCN(C2)C1)C4=CC=CC=C4N3)(C5=C(C=C6C(=C5)C78CCN9C7C(C=CC9)(C(C(C8N6C=O)(C(=O)OC)O)OC(=O)C)CC)OC)C(=O)OC)O.OS(=O)(=O)O. Drug 2: C(CC(=O)O)C(=O)CN.Cl. Cell line: UO-31. Synergy scores: CSS=-2.83, Synergy_ZIP=1.48, Synergy_Bliss=-0.433, Synergy_Loewe=-3.06, Synergy_HSA=-3.50. (4) Cell line: HCT-15. Drug 2: CC1C(C(CC(O1)OC2CC(CC3=C2C(=C4C(=C3O)C(=O)C5=CC=CC=C5C4=O)O)(C(=O)C)O)N)O. Drug 1: C1CC(C1)(C(=O)O)C(=O)O.[NH2-].[NH2-].[Pt+2]. Synergy scores: CSS=31.6, Synergy_ZIP=-5.93, Synergy_Bliss=-6.46, Synergy_Loewe=-12.0, Synergy_HSA=-3.17. (5) Drug 1: CC1=C2C(C(=O)C3(C(CC4C(C3C(C(C2(C)C)(CC1OC(=O)C(C(C5=CC=CC=C5)NC(=O)C6=CC=CC=C6)O)O)OC(=O)C7=CC=CC=C7)(CO4)OC(=O)C)O)C)OC(=O)C. Drug 2: CCN(CC)CCCC(C)NC1=C2C=C(C=CC2=NC3=C1C=CC(=C3)Cl)OC. Cell line: OVCAR3. Synergy scores: CSS=50.3, Synergy_ZIP=-8.96, Synergy_Bliss=-7.11, Synergy_Loewe=-15.4, Synergy_HSA=-5.44. (6) Drug 1: CCC(=C(C1=CC=CC=C1)C2=CC=C(C=C2)OCCN(C)C)C3=CC=CC=C3.C(C(=O)O)C(CC(=O)O)(C(=O)O)O. Drug 2: C1=NNC2=C1C(=O)NC=N2. Cell line: HCT-15. Synergy scores: CSS=35.4, Synergy_ZIP=2.44, Synergy_Bliss=-0.0684, Synergy_Loewe=-14.3, Synergy_HSA=-2.70. (7) Drug 1: C1=CC(=CC=C1C#N)C(C2=CC=C(C=C2)C#N)N3C=NC=N3. Drug 2: C1=CC=C(C(=C1)C(C2=CC=C(C=C2)Cl)C(Cl)Cl)Cl. Cell line: NCI-H522. Synergy scores: CSS=-6.13, Synergy_ZIP=2.35, Synergy_Bliss=0.619, Synergy_Loewe=-5.66, Synergy_HSA=-5.48.